Dataset: Full USPTO retrosynthesis dataset with 1.9M reactions from patents (1976-2016). Task: Predict the reactants needed to synthesize the given product. (1) Given the product [C:1]([O:5][C:6]1[CH:7]=[C:8]([C@H:12]([NH2:14])[CH3:13])[CH:9]=[CH:10][CH:11]=1)([CH3:4])([CH3:2])[CH3:3], predict the reactants needed to synthesize it. The reactants are: [C:1]([O:5][C:6]1[CH:7]=[C:8]([C@H:12]([NH:14]C(=O)COC)[CH3:13])[CH:9]=[CH:10][CH:11]=1)([CH3:4])([CH3:3])[CH3:2].N(CCO)(CCO)CCO.[OH-].[Na+]. (2) Given the product [CH2:25]([O:24][C:22]([N:21]=[S:19]([CH3:27])([C:15]1[CH:16]=[CH:17][CH:18]=[C:13]([CH2:12][O:11][C:6]2[CH:5]=[C:4]3[C:3]([C:1]([NH:33][C:34]4[CH:35]=[N:36][CH:37]=[CH:38][CH:39]=4)=[N:2][CH:29]=[N:28]3)=[CH:8][C:7]=2[O:9][CH3:10])[CH:14]=1)=[O:20])=[O:23])[CH3:26], predict the reactants needed to synthesize it. The reactants are: [C:1]([C:3]1[CH:8]=[C:7]([O:9][CH3:10])[C:6]([O:11][CH2:12][C:13]2[CH:18]=[CH:17][CH:16]=[C:15]([S:19]([CH3:27])(=[N:21][C:22]([O:24][CH2:25][CH3:26])=[O:23])=[O:20])[CH:14]=2)=[CH:5][C:4]=1[N:28]=[CH:29]N(C)C)#[N:2].[NH2:33][C:34]1[CH:35]=[N:36][CH:37]=[CH:38][CH:39]=1.CCCCCC.ClCCl.CO.